From a dataset of Reaction yield outcomes from USPTO patents with 853,638 reactions. Predict the reaction yield, written as a fraction of the theoretical maximum amount of product (1.0 means a 100% yield; for example, 0.34 means a 34% yield). (1) The reactants are [NH:1]([C:8]([O:10][C:11]([CH3:14])([CH3:13])[CH3:12])=[O:9])[CH2:2][CH2:3][C:4](CCl)=[O:5].[Na+].[I-].O.[SH:18][C:19]1[N:27]=[CH:26][N:25]=[C:24]2[C:20]=1[NH:21][CH:22]=[N:23]2.C([O-])([O-])=[O:29].[Ca+2]. The catalyst is CC(C)=O.CN(C=O)C. The product is [NH:1]([C:8]([O:10][C:11]([CH3:14])([CH3:13])[CH3:12])=[O:9])[CH2:2][CH2:3][C:4]([OH:5])=[O:29].[CH:22]1[NH:21][C:20]2[C:19]([N:27]=[CH:26][NH:25][C:24]=2[N:23]=1)=[S:18]. The yield is 0.286. (2) The reactants are [NH2:1][C:2]1[C:7]([Br:8])=[CH:6][C:5]([CH3:9])=[CH:4][N:3]=1.[H-].[Na+].[CH2:12]([N:19]1[CH:24]=[C:23]([Cl:25])[N:22]=[C:21](Cl)[C:20]1=[O:27])[C:13]1[CH:18]=[CH:17][CH:16]=[CH:15][CH:14]=1. The catalyst is C1COCC1. The product is [CH2:12]([N:19]1[CH:24]=[C:23]([Cl:25])[N:22]=[C:21]([NH:1][C:2]2[C:7]([Br:8])=[CH:6][C:5]([CH3:9])=[CH:4][N:3]=2)[C:20]1=[O:27])[C:13]1[CH:18]=[CH:17][CH:16]=[CH:15][CH:14]=1. The yield is 0.400. (3) The reactants are [Cl:1][C:2]1[CH:8]=[C:7]([O:9][C:10]2[C:19]3[C:14](=[CH:15][C:16]([O:22][CH3:23])=[C:17]([O:20][CH3:21])[CH:18]=3)[N:13]=[CH:12][N:11]=2)[CH:6]=[CH:5][C:3]=1[NH2:4].ClC(Cl)(O[C:28](=[O:34])OC(Cl)(Cl)Cl)Cl.CN[C:38]1[CH:43]=[CH:42][CH:41]=[CH:40][N:39]=1.C(=O)([O-])O.[Na+].[CH2:49]([N:51](CC)CC)C. The catalyst is C(Cl)(Cl)Cl. The product is [Cl:1][C:2]1[CH:8]=[C:7]([O:9][C:10]2[C:19]3[C:14](=[CH:15][C:16]([O:22][CH3:23])=[C:17]([O:20][CH3:21])[CH:18]=3)[N:13]=[CH:12][N:11]=2)[CH:6]=[CH:5][C:3]=1[NH:4][C:28]([NH:51][CH2:49][C:38]1[CH:43]=[CH:42][CH:41]=[CH:40][N:39]=1)=[O:34]. The yield is 0.370. (4) The reactants are [CH3:1][S:2](Cl)(=[O:4])=[O:3].[CH2:6]([C:9]1[CH:14]=[C:13]([C:15]2[S:16][CH:17]=[C:18]([C:20]3[CH:25]=[CH:24][C:23]([NH2:26])=[CH:22][CH:21]=3)[N:19]=2)[CH:12]=[CH:11][N:10]=1)[CH2:7][CH3:8].N1C=CC=CC=1.C(O)(=O)CC(CC(O)=O)(C(O)=O)O. The catalyst is C(Cl)Cl. The product is [CH2:6]([C:9]1[CH:14]=[C:13]([C:15]2[S:16][CH:17]=[C:18]([C:20]3[CH:21]=[CH:22][C:23]([NH:26][S:2]([CH3:1])(=[O:4])=[O:3])=[CH:24][CH:25]=3)[N:19]=2)[CH:12]=[CH:11][N:10]=1)[CH2:7][CH3:8]. The yield is 0.870. (5) The product is [NH2:8][C:9]1[N:14]=[CH:13][C:12]([CH2:15][N:16]2[CH2:21][CH2:20][N:19]([C:22]([O:24][CH2:25][C:26]3[CH:27]=[CH:28][CH:29]=[CH:30][CH:31]=3)=[O:23])[CH2:18][CH2:17]2)=[CH:11][CH:10]=1. The yield is 0.890. The catalyst is ClCCl. The reactants are C(OC([NH:8][C:9]1[N:14]=[CH:13][C:12]([CH2:15][N:16]2[CH2:21][CH2:20][N:19]([C:22]([O:24][CH2:25][C:26]3[CH:31]=[CH:30][CH:29]=[CH:28][CH:27]=3)=[O:23])[CH2:18][CH2:17]2)=[CH:11][CH:10]=1)=O)(C)(C)C.C(O)(C(F)(F)F)=O. (6) The reactants are [F:1][C:2]1[CH:12]=[C:11]([F:13])[C:10]([F:14])=[CH:9][C:3]=1[CH:4]=[CH:5][N+:6]([O-:8])=[O:7].C[Si](C)(C)[O:17][C:18]([CH:20]=[CH2:21])=[CH2:19]. The catalyst is C1(C)C=CC=CC=1. The product is [N+:6]([C@@H:5]1[CH2:21][CH2:20][C:18](=[O:17])[CH2:19][C@H:4]1[C:3]1[CH:9]=[C:10]([F:14])[C:11]([F:13])=[CH:12][C:2]=1[F:1])([O-:8])=[O:7]. The yield is 0.700. (7) The reactants are [CH2:1]1[CH2:6][C@H:5]([C:7]([OH:9])=[O:8])[CH2:4][CH2:3][C@H:2]1[CH2:10][NH2:11].[CH3:12][CH:13]([CH3:30])[C:14]([O:16][CH:17]([O:19][C:20](ON1C(=O)CCC1=O)=[O:21])[CH3:18])=[O:15]. No catalyst specified. The product is [CH3:12][CH:13]([CH3:30])[C:14]([O:16][CH:17]([O:19][C:20]([CH:10]([NH2:11])[C@H:2]1[CH2:3][CH2:4][C@H:5]([C:7]([OH:9])=[O:8])[CH2:6][CH2:1]1)=[O:21])[CH3:18])=[O:15]. The yield is 0.530.